Dataset: NCI-60 drug combinations with 297,098 pairs across 59 cell lines. Task: Regression. Given two drug SMILES strings and cell line genomic features, predict the synergy score measuring deviation from expected non-interaction effect. (1) Drug 1: C1CN1P(=S)(N2CC2)N3CC3. Drug 2: CC12CCC3C(C1CCC2O)C(CC4=C3C=CC(=C4)O)CCCCCCCCCS(=O)CCCC(C(F)(F)F)(F)F. Cell line: CCRF-CEM. Synergy scores: CSS=23.1, Synergy_ZIP=1.73, Synergy_Bliss=-0.308, Synergy_Loewe=-29.4, Synergy_HSA=-5.64. (2) Drug 1: C1=C(C(=O)NC(=O)N1)F. Drug 2: C1=NC(=NC(=O)N1C2C(C(C(O2)CO)O)O)N. Cell line: NCI-H322M. Synergy scores: CSS=42.9, Synergy_ZIP=6.45, Synergy_Bliss=6.78, Synergy_Loewe=9.66, Synergy_HSA=10.3. (3) Drug 1: CC(C)(C#N)C1=CC(=CC(=C1)CN2C=NC=N2)C(C)(C)C#N. Drug 2: C1=NC(=NC(=O)N1C2C(C(C(O2)CO)O)O)N. Cell line: DU-145. Synergy scores: CSS=11.2, Synergy_ZIP=-5.45, Synergy_Bliss=4.82, Synergy_Loewe=-3.90, Synergy_HSA=-0.632. (4) Drug 1: C1=C(C(=O)NC(=O)N1)N(CCCl)CCCl. Drug 2: CC1CCC2CC(C(=CC=CC=CC(CC(C(=O)C(C(C(=CC(C(=O)CC(OC(=O)C3CCCCN3C(=O)C(=O)C1(O2)O)C(C)CC4CCC(C(C4)OC)O)C)C)O)OC)C)C)C)OC. Synergy scores: CSS=5.76, Synergy_ZIP=-4.46, Synergy_Bliss=-4.40, Synergy_Loewe=-6.66, Synergy_HSA=-5.15. Cell line: MDA-MB-435. (5) Drug 1: C1=NC2=C(N=C(N=C2N1C3C(C(C(O3)CO)O)O)F)N. Drug 2: C1C(C(OC1N2C=NC(=NC2=O)N)CO)O. Cell line: HOP-62. Synergy scores: CSS=40.5, Synergy_ZIP=6.46, Synergy_Bliss=4.57, Synergy_Loewe=4.62, Synergy_HSA=5.42.